This data is from Forward reaction prediction with 1.9M reactions from USPTO patents (1976-2016). The task is: Predict the product of the given reaction. Given the reactants C(O[C:6](=O)[N:7]([CH:9]1[CH2:14][CH2:13][CH:12]([NH:15][CH2:16][C:17]2[CH:22]=[C:21]([C:23]3[CH:28]=[CH:27][N:26]=[C:25]([F:29])[CH:24]=3)[CH:20]=[CH:19][C:18]=2[O:30][CH3:31])[CH2:11][CH2:10]1)C)(C)(C)C.[Cl:33][C:34]1[C:35]2[C:45]([F:46])=[CH:44][CH:43]=[CH:42][C:36]=2[S:37][C:38]=1[C:39](Cl)=[O:40], predict the reaction product. The product is: [F:29][C:25]1[CH:24]=[C:23]([C:21]2[CH:20]=[CH:19][C:18]([O:30][CH3:31])=[C:17]([CH:22]=2)[CH2:16][N:15]([CH:12]2[CH2:11][CH2:10][CH:9]([NH:7][CH3:6])[CH2:14][CH2:13]2)[C:39]([C:38]2[S:37][C:36]3[CH:42]=[CH:43][CH:44]=[C:45]([F:46])[C:35]=3[C:34]=2[Cl:33])=[O:40])[CH:28]=[CH:27][N:26]=1.